Dataset: Catalyst prediction with 721,799 reactions and 888 catalyst types from USPTO. Task: Predict which catalyst facilitates the given reaction. Reactant: [Br:1][C:2]1[NH:6][C:5]([C:7](=[O:9])[CH3:8])=[CH:4][CH:3]=1.C(N(CC)CC)C.[C:17](O[C:17]([O:19][C:20]([CH3:23])([CH3:22])[CH3:21])=[O:18])([O:19][C:20]([CH3:23])([CH3:22])[CH3:21])=[O:18]. Product: [C:7]([C:5]1[N:6]([C:17]([O:19][C:20]([CH3:23])([CH3:22])[CH3:21])=[O:18])[C:2]([Br:1])=[CH:3][CH:4]=1)(=[O:9])[CH3:8]. The catalyst class is: 112.